This data is from Forward reaction prediction with 1.9M reactions from USPTO patents (1976-2016). The task is: Predict the product of the given reaction. (1) Given the reactants Br[C:2]1[CH:3]=[CH:4][C:5]2[N:9]=[CH:8][N:7]([CH2:10][CH:11]([CH3:13])[CH3:12])[C:6]=2[CH:14]=1.[NH:15]1[C:19](B(O)O)=[CH:18][CH:17]=[N:16]1.C([O-])([O-])=O.[Na+].[Na+].C(O)C, predict the reaction product. The product is: [CH2:10]([N:7]1[C:6]2[CH:14]=[C:2]([C:17]3[NH:16][N:15]=[CH:19][CH:18]=3)[CH:3]=[CH:4][C:5]=2[N:9]=[CH:8]1)[CH:11]([CH3:13])[CH3:12]. (2) The product is: [NH2:7][C:8]1[CH:13]=[CH:12][CH:11]=[CH:10][C:9]=1[NH:14][C:15](=[O:32])/[CH:16]=[CH:17]/[CH2:18][CH2:19][CH2:20][N:21]1[C:29](=[O:30])[C:28]2[C:23](=[CH:24][CH:25]=[CH:26][CH:27]=2)[C:22]1=[O:31]. Given the reactants C(OC(=O)[NH:7][C:8]1[CH:13]=[CH:12][CH:11]=[CH:10][C:9]=1[NH:14][C:15](=[O:32])/[CH:16]=[CH:17]/[CH2:18][CH2:19][CH2:20][N:21]1[C:29](=[O:30])[C:28]2[C:23](=[CH:24][CH:25]=[CH:26][CH:27]=2)[C:22]1=[O:31])(C)(C)C.Cl.C([O-])([O-])=O.[K+].[K+], predict the reaction product.